From a dataset of Peptide-MHC class II binding affinity with 134,281 pairs from IEDB. Regression. Given a peptide amino acid sequence and an MHC pseudo amino acid sequence, predict their binding affinity value. This is MHC class II binding data. (1) The peptide sequence is GFLQIVDKIDAAFKI. The MHC is DRB1_1201 with pseudo-sequence DRB1_1201. The binding affinity (normalized) is 0.671. (2) The peptide sequence is PDAEKIVAAVIEKKL. The MHC is DRB1_1101 with pseudo-sequence DRB1_1101. The binding affinity (normalized) is 0.334. (3) The peptide sequence is IHKASTVLAFPAGVC. The MHC is DRB1_0701 with pseudo-sequence DRB1_0701. The binding affinity (normalized) is 0.513. (4) The MHC is DRB3_0101 with pseudo-sequence DRB3_0101. The peptide sequence is SQWGWCGSTDEYCSP. The binding affinity (normalized) is 0. (5) The peptide sequence is EAKRVFSLEKKMSNYIQFKS. The MHC is HLA-DQA10501-DQB10201 with pseudo-sequence HLA-DQA10501-DQB10201. The binding affinity (normalized) is 0. (6) The peptide sequence is QAVLTATNFFGINTI. The binding affinity (normalized) is 0.366. The MHC is DRB1_0901 with pseudo-sequence DRB1_0901.